This data is from Drug half-life prediction data from Obach et al.. The task is: Regression/Classification. Given a drug SMILES string, predict its absorption, distribution, metabolism, or excretion properties. Task type varies by dataset: regression for continuous measurements (e.g., permeability, clearance, half-life) or binary classification for categorical outcomes (e.g., BBB penetration, CYP inhibition). For this dataset (half_life_obach), we predict log10(half-life) (log10 of half-life in hours). (1) The molecule is CCN(CC)CCS(=O)(=O)[C@@H]1CCN2C(=O)c3coc(n3)CC(=O)C[C@H](O)/C=C(C)/C=C/CNC(=O)/C=C/[C@@H](C)[C@@H](C(C)C)OC(=O)[C@@H]12. The log10(half-life) is -0.130. (2) The molecule is COc1nc(N)nc2c1ncn2[C@@H]1O[C@H](CO)[C@@H](O)[C@@H]1O. The log10(half-life) is -0.300. (3) The drug is CCCNC(=O)NS(=O)(=O)c1ccc(Cl)cc1. The log10(half-life) is 1.66. (4) The drug is CC(=O)OCC1=C(C(=O)O)N2C(=O)[C@@H](NC(=O)CSc3ccncc3)[C@H]2SC1. The log10(half-life) is 0.0800. (5) The compound is CN1C(C(=O)Nc2ccccn2)=C(O)c2sccc2S1(=O)=O. The log10(half-life) is 1.83. (6) The molecule is CCc1c2c(nc3ccc(OC(=O)N4CCC(N5CCCCC5)CC4)cc13)-c1cc3c(c(=O)n1C2)COC(=O)[C@]3(O)CC. The log10(half-life) is 0.950. (7) The compound is CCOc1ccc(NC(C)=O)cc1. The log10(half-life) is -0.0400. (8) The molecule is O=[N+]([O-])O[C@@H]1CO[C@@H]2[C@@H](O)CO[C@H]12. The log10(half-life) is 0.280.